This data is from Full USPTO retrosynthesis dataset with 1.9M reactions from patents (1976-2016). The task is: Predict the reactants needed to synthesize the given product. Given the product [Cl:1][C:2]1[N:7]=[C:6]([Cl:8])[CH:5]=[C:4]([CH2:9][CH3:10])[N:3]=1, predict the reactants needed to synthesize it. The reactants are: [Cl:1][C:2]1[N:7]=[C:6]([Cl:8])[CH:5]=[C:4]([CH3:9])[N:3]=1.[CH:10]([N-]C(C)C)(C)C.[Li+].CI.